This data is from Forward reaction prediction with 1.9M reactions from USPTO patents (1976-2016). The task is: Predict the product of the given reaction. (1) Given the reactants C[C:2]([C:4]1[C:13](=O)[N:12]([CH3:15])[C:11]2[N:10]=[C:9](C3C=CC(Cl)=CC=3Cl)[C:8](C3C=CC(Cl)=CC=3)=[CH:7][C:6]=2[C:5]=1NC(C)=O)=[O:3].Br[C:36]1[CH:51]=[CH:50][C:39]([CH2:40][C:41]2([C:45]([O:47][CH2:48][CH3:49])=[O:46])[CH2:44][CH2:43][CH2:42]2)=[CH:38][CH:37]=1.C([O-])([O-])=[O:53].[Na+].[Na+].C1C=CC(P([C:71]2[CH:76]=[CH:75][CH:74]=[CH:73]C=2)C2C=CC=CC=2)=CC=1.[CH2:77](O)[CH2:78]C.C[N:82]([CH:84]=O)C, predict the reaction product. The product is: [CH:84]1([NH:82][C:2]([C:4]2[C:5](=[O:53])[C:6]3[C:11](=[N:10][CH:9]=[CH:8][CH:7]=3)[N:12]([C:15]3[CH:71]=[C:76]([C:36]4[CH:51]=[CH:50][C:39]([CH2:40][C:41]5([C:45]([O:47][CH2:48][CH3:49])=[O:46])[CH2:44][CH2:43][CH2:42]5)=[CH:38][CH:37]=4)[CH:75]=[CH:74][CH:73]=3)[CH:13]=2)=[O:3])[CH2:78][CH2:77]1. (2) Given the reactants Cl[C:2]1[NH:10][C:9]2[C:4](=[N:5][CH:6]=[CH:7][CH:8]=2)[C:3]=1[C:11]#[N:12].[CH3:13][C@@H:14]1[CH2:18][CH2:17][C@@H:16]([CH3:19])[NH:15]1, predict the reaction product. The product is: [CH3:13][C@@H:14]1[CH2:18][CH2:17][C@@H:16]([CH3:19])[N:15]1[C:2]1[NH:10][C:9]2[C:4](=[N:5][CH:6]=[CH:7][CH:8]=2)[C:3]=1[C:11]#[N:12]. (3) Given the reactants [Cl:1][C:2]1[CH:20]=[C:19]([F:21])[C:18]([N:22]2[C:27](=[O:28])[CH:26]=[C:25]([C:29]([F:32])([F:31])[F:30])[NH:24][C:23]2=[O:33])=[CH:17][C:3]=1[O:4][C:5]1[C:6]([O:11][CH2:12][C:13]([O:15][CH3:16])=[O:14])=[N:7][CH:8]=[CH:9][CH:10]=1.[C:34](=O)([O-])[O-].[K+].[K+].CI, predict the reaction product. The product is: [Cl:1][C:2]1[CH:20]=[C:19]([F:21])[C:18]([N:22]2[C:27](=[O:28])[CH:26]=[C:25]([C:29]([F:32])([F:31])[F:30])[N:24]([CH3:34])[C:23]2=[O:33])=[CH:17][C:3]=1[O:4][C:5]1[C:6]([O:11][CH2:12][C:13]([O:15][CH3:16])=[O:14])=[N:7][CH:8]=[CH:9][CH:10]=1. (4) Given the reactants [CH2:1]([OH:7])[CH:2]([OH:6])[CH2:3][CH2:4][OH:5].[CH:8](=O)[C:9]1[CH:14]=[CH:13][CH:12]=[CH:11][CH:10]=1, predict the reaction product. The product is: [OH:7][CH2:1][CH:2]1[CH2:3][CH2:4][O:5][CH:8]([C:9]2[CH:14]=[CH:13][CH:12]=[CH:11][CH:10]=2)[O:6]1. (5) Given the reactants [Br:1][C:2]1[CH:3]=[C:4]2[C:10](I)=[CH:9][N:8]([S:12]([C:15]3[CH:20]=[CH:19][C:18]([CH3:21])=[CH:17][CH:16]=3)(=[O:14])=[O:13])[C:5]2=[N:6][CH:7]=1.[CH3:22][O:23][C:24]1[CH:29]=[CH:28][CH:27]=[CH:26][C:25]=1B(O)O.C(#N)C.C([O-])([O-])=O.[Na+].[Na+], predict the reaction product. The product is: [Br:1][C:2]1[CH:3]=[C:4]2[C:10]([C:25]3[CH:26]=[CH:27][CH:28]=[CH:29][C:24]=3[O:23][CH3:22])=[CH:9][N:8]([S:12]([C:15]3[CH:20]=[CH:19][C:18]([CH3:21])=[CH:17][CH:16]=3)(=[O:14])=[O:13])[C:5]2=[N:6][CH:7]=1. (6) Given the reactants [CH3:1][N:2]([CH2:4][CH2:5][CH2:6][C@@:7]1([C:18]2[CH:23]=[CH:22][C:21]([F:24])=[CH:20][CH:19]=2)[O:11][CH2:10][C:9]2[CH:12]=[C:13]([C:16]#[N:17])[CH:14]=[CH:15][C:8]1=2)C.[C:25]([OH:30])([C:27]([OH:29])=[O:28])=[O:26].O=C(C(=O)O)O, predict the reaction product. The product is: [C:27]([OH:29])(=[O:28])[C:25]([OH:30])=[O:26].[F:24][C:21]1[CH:20]=[CH:19][C:18]([C:7]2([CH2:6][CH2:5][CH2:4][NH:2][CH3:1])[C:8]3[C:9](=[CH:12][C:13]([C:16]#[N:17])=[CH:14][CH:15]=3)[CH2:10][O:11]2)=[CH:23][CH:22]=1. (7) Given the reactants C(OC([N:8]1[C:17]2[C:12](=[N:13][C:14]([O:18][CH3:19])=[CH:15][CH:16]=2)[C@@H:11]([NH:20][C:21]2[N:26]=[C:25]([CH2:27][C:28]3[CH:33]=[C:32]([C:34]([F:37])([F:36])[F:35])[CH:31]=[C:30]([C:38]([F:41])([F:40])[F:39])[CH:29]=3)[C:24]([N:42]([CH3:44])[CH3:43])=[CH:23][N:22]=2)[CH2:10][C@H:9]1[CH2:45][CH3:46])=O)(C)(C)C, predict the reaction product. The product is: [F:41][C:38]([F:39])([F:40])[C:30]1[CH:29]=[C:28]([CH:33]=[C:32]([C:34]([F:36])([F:35])[F:37])[CH:31]=1)[CH2:27][C:25]1[C:24]([N:42]([CH3:44])[CH3:43])=[CH:23][N:22]=[C:21]([NH:20][C@@H:11]2[C:12]3[C:17](=[CH:16][CH:15]=[C:14]([O:18][CH3:19])[N:13]=3)[NH:8][C@H:9]([CH2:45][CH3:46])[CH2:10]2)[N:26]=1. (8) The product is: [CH2:1]([O:3][C:4]([C:6]1[C:10]([Br:11])=[C:9]([Br:12])[N:8]([CH3:13])[C:7]=1[CH2:14][N:21]([C:22]([O:24][C:25]([CH3:26])([CH3:28])[CH3:27])=[O:23])[CH2:20][C:19]([O:18][CH2:16][CH3:17])=[O:29])=[O:5])[CH3:2]. Given the reactants [CH2:1]([O:3][C:4]([C:6]1[C:10]([Br:11])=[C:9]([Br:12])[N:8]([CH3:13])[C:7]=1[CH2:14]Br)=[O:5])[CH3:2].[CH2:16]([O:18][C:19](=[O:29])[CH2:20][NH:21][C:22]([O:24][C:25]([CH3:28])([CH3:27])[CH3:26])=[O:23])[CH3:17], predict the reaction product. (9) Given the reactants [O:1]([C:8]1[CH:13]=[CH:12][C:11]([CH2:14][NH:15][C:16](=[O:26])[C:17]2[CH:22]=[C:21]([F:23])[C:20]([NH2:24])=[N:19][C:18]=2Cl)=[CH:10][CH:9]=1)[C:2]1[CH:7]=[CH:6][CH:5]=[CH:4][CH:3]=1.O1CCOCC1.[NH3:33], predict the reaction product. The product is: [O:1]([C:8]1[CH:13]=[CH:12][C:11]([CH2:14][NH:15][C:16](=[O:26])[C:17]2[CH:22]=[C:21]([F:23])[C:20]([NH2:24])=[N:19][C:18]=2[NH2:33])=[CH:10][CH:9]=1)[C:2]1[CH:7]=[CH:6][CH:5]=[CH:4][CH:3]=1. (10) The product is: [Br:1][C:2]1[CH:7]=[CH:6][C:5]([N:8]2[CH2:13][CH:12]3[CH2:14][CH:10]([O:27]3)[CH2:9]2)=[CH:4][CH:3]=1. Given the reactants [Br:1][C:2]1[CH:7]=[CH:6][C:5]([N:8]2[CH2:13][CH:12]3[CH2:14][CH:10](N3C(OC(C)(C)C)=O)[CH2:9]2)=[CH:4][CH:3]=1.C12CC([O:27]1)CNC2, predict the reaction product.